This data is from Peptide-MHC class II binding affinity with 134,281 pairs from IEDB. The task is: Regression. Given a peptide amino acid sequence and an MHC pseudo amino acid sequence, predict their binding affinity value. This is MHC class II binding data. (1) The peptide sequence is PYGATISATPEWATP. The MHC is DRB1_0101 with pseudo-sequence DRB1_0101. The binding affinity (normalized) is 0.328. (2) The peptide sequence is GAVDIINKWQVVAPQ. The MHC is HLA-DPA10103-DPB10301 with pseudo-sequence HLA-DPA10103-DPB10301. The binding affinity (normalized) is 0. (3) The peptide sequence is NHFFNHHKVMLLGHD. The MHC is DRB1_1201 with pseudo-sequence DRB1_1201. The binding affinity (normalized) is 0.262.